Task: Predict the product of the given reaction.. Dataset: Forward reaction prediction with 1.9M reactions from USPTO patents (1976-2016) (1) Given the reactants C[O:2][C:3]1[CH:4]=[C:5]([C:9]2[CH:10]=[N:11][C:12]3[C:17]([CH:18]=2)=[CH:16][CH:15]=[CH:14][CH:13]=3)[CH:6]=[CH:7][CH:8]=1.[Cl-].[Cl-].[Cl-].[Al+3], predict the reaction product. The product is: [N:11]1[C:12]2[C:17](=[CH:16][CH:15]=[CH:14][CH:13]=2)[CH:18]=[C:9]([C:5]2[CH:4]=[C:3]([OH:2])[CH:8]=[CH:7][CH:6]=2)[CH:10]=1. (2) Given the reactants [F:1][C:2]1[CH:7]=[CH:6][C:5]([C:8]2[N:12]=[C:11]([C:13]3[CH:18]=[CH:17][C:16]([F:19])=[CH:15][CH:14]=3)[N:10]([CH2:20][C:21]([N:23]3[CH2:28][CH2:27][N:26]([C:29]4[CH:34]=[C:33](Cl)[N:32]=[CH:31][N:30]=4)[CH2:25][CH2:24]3)=[O:22])[N:9]=2)=[CH:4][CH:3]=1.[CH2:36]([OH:39])[CH2:37][OH:38].C(=O)([O-])[O-].[K+].[K+], predict the reaction product. The product is: [F:1][C:2]1[CH:7]=[CH:6][C:5]([C:8]2[N:12]=[C:11]([C:13]3[CH:18]=[CH:17][C:16]([F:19])=[CH:15][CH:14]=3)[N:10]([CH2:20][C:21]([N:23]3[CH2:28][CH2:27][N:26]([C:29]4[CH:34]=[C:33]([O:38][CH2:37][CH2:36][OH:39])[N:32]=[CH:31][N:30]=4)[CH2:25][CH2:24]3)=[O:22])[N:9]=2)=[CH:4][CH:3]=1. (3) Given the reactants [C:1]([O:5][C:6](N1CC2(CCCC2)NCC1(C)C)=[O:7])([CH3:4])([CH3:3])[CH3:2].[CH2:20]([C:22]([NH2:27])([CH2:25][CH3:26])[CH2:23][NH2:24])[CH3:21].[CH3:28][C:29]([CH3:33])(O)[C:30]#N, predict the reaction product. The product is: [C:1]([O:5][C:6]([N:27]1[CH2:28][C:29]([CH3:33])([CH3:30])[NH:24][CH2:23][C:22]1([CH2:25][CH3:26])[CH2:20][CH3:21])=[O:7])([CH3:4])([CH3:3])[CH3:2].